From a dataset of Catalyst prediction with 721,799 reactions and 888 catalyst types from USPTO. Predict which catalyst facilitates the given reaction. (1) Reactant: [CH2:1]([N:9]1[C:14](=[O:15])[CH2:13][N:12]([S:16]([C:19]2[CH:24]=[CH:23][C:22]([N:25]3[CH:29]=[CH:28][CH:27]=[CH:26]3)=[CH:21][CH:20]=2)(=[O:18])=[O:17])[CH:11]([C:30]([O:32]C)=[O:31])[CH2:10]1)[CH2:2][CH2:3][CH2:4][CH2:5][CH2:6][CH2:7][CH3:8].[OH-].[Na+]. Product: [CH2:1]([N:9]1[C:14](=[O:15])[CH2:13][N:12]([S:16]([C:19]2[CH:20]=[CH:21][C:22]([N:25]3[CH:29]=[CH:28][CH:27]=[CH:26]3)=[CH:23][CH:24]=2)(=[O:17])=[O:18])[CH:11]([C:30]([OH:32])=[O:31])[CH2:10]1)[CH2:2][CH2:3][CH2:4][CH2:5][CH2:6][CH2:7][CH3:8]. The catalyst class is: 1. (2) Reactant: [CH3:1][C@@:2]([S:14]([CH3:17])(=[O:16])=[O:15])([CH2:6][CH2:7][N:8]1[CH:12]=[C:11]([CH3:13])[CH:10]=[N:9]1)[C:3]([O-:5])=[O:4].C1COCC1.CO.O.[Li+].[OH-].Cl. Product: [CH3:1][C@@:2]([S:14]([CH3:17])(=[O:15])=[O:16])([CH2:6][CH2:7][N:8]1[CH:12]=[C:11]([CH3:13])[CH:10]=[N:9]1)[C:3]([OH:5])=[O:4]. The catalyst class is: 6. (3) Reactant: [Cl-].[NH4+:2].C[Al](C)C.[F:7][C:8]1[CH:13]=[CH:12][CH:11]=[C:10]([F:14])[C:9]=1[C:15]1[N:19]([CH3:20])[N:18]=[C:17]([C:21](OCC)=O)[CH:16]=1. Product: [F:7][C:8]1[CH:13]=[CH:12][CH:11]=[C:10]([F:14])[C:9]=1[C:15]1[N:19]([CH3:20])[N:18]=[C:17]([C:21]#[N:2])[CH:16]=1. The catalyst class is: 11. (4) Product: [CH2:1]([C:5]1[O:9][N:8]=[C:7]([C:10]2[O:14][N:13]=[C:12]3[C:15]4[C:20]([CH2:21][CH2:22][C:11]=23)=[CH:19][C:18]([CH:23]=[O:29])=[CH:17][CH:16]=4)[C:6]=1[C:25]([F:27])([F:26])[F:28])[CH:2]([CH3:3])[CH3:4]. The catalyst class is: 4. Reactant: [CH2:1]([C:5]1[O:9][N:8]=[C:7]([C:10]2[O:14][N:13]=[C:12]3[C:15]4[C:20]([CH2:21][CH2:22][C:11]=23)=[CH:19][C:18]([CH:23]=C)=[CH:17][CH:16]=4)[C:6]=1[C:25]([F:28])([F:27])[F:26])[CH:2]([CH3:4])[CH3:3].[O:29]=[O+][O-].C(N(CC)CC)C. (5) Reactant: [CH3:1][N:2]1[CH2:7][CH2:6][N:5]([CH:8]2[CH2:13][CH2:12][NH:11][CH2:10][CH2:9]2)[CH2:4][CH2:3]1.[O:14]=[C:15]1[N:21]([CH:22]2[CH2:27][CH2:26][N:25]([C:28]([O:30][C@@H:31]([C:40](O)=[O:41])[CH2:32][C:33]3[CH:38]=[CH:37][C:36]([OH:39])=[CH:35][CH:34]=3)=[O:29])[CH2:24][CH2:23]2)[CH2:20][CH2:19][C:18]2[CH:43]=[CH:44][CH:45]=[CH:46][C:17]=2[NH:16]1.CN(C(ON1N=NC2C=CC=NC1=2)=[N+](C)C)C.F[P-](F)(F)(F)(F)F.C(N(C(C)C)C(C)C)C. Product: [O:14]=[C:15]1[N:21]([CH:22]2[CH2:27][CH2:26][N:25]([C:28]([O:30][C@H:31]([CH2:32][C:33]3[CH:34]=[CH:35][C:36]([OH:39])=[CH:37][CH:38]=3)[C:40]([N:11]3[CH2:12][CH2:13][CH:8]([N:5]4[CH2:6][CH2:7][N:2]([CH3:1])[CH2:3][CH2:4]4)[CH2:9][CH2:10]3)=[O:41])=[O:29])[CH2:24][CH2:23]2)[CH2:20][CH2:19][C:18]2[CH:43]=[CH:44][CH:45]=[CH:46][C:17]=2[NH:16]1. The catalyst class is: 3. (6) Reactant: [Br:1][C:2]1[CH:15]=[C:14]2[C:5]([O:6][C:7]3(N4CCOCC4)[CH:12]([CH:13]2[OH:16])[CH2:11][CH2:10][CH2:9][CH2:8]3)=[CH:4][CH:3]=1.ClCCCl.CC(OI1(OC(C)=O)(OC(C)=O)OC(=O)C2C1=CC=CC=2)=O.[OH-].[Na+]. Product: [Br:1][C:2]1[CH:15]=[C:14]2[C:5]([O:6][C:7]3[CH2:8][CH2:9][CH2:10][CH2:11][C:12]=3[C:13]2=[O:16])=[CH:4][CH:3]=1. The catalyst class is: 6. (7) Reactant: [F:1][C:2]1[CH:7]=[CH:6][C:5]([O:8][CH3:9])=[CH:4][C:3]=1[C:10]1[CH:15]=[CH:14][C:13]([O:16][CH2:17][C:18]2[CH:23]=[CH:22][C:21]([O:24][CH3:25])=[CH:20][CH:19]=2)=[CH:12][C:11]=1[CH2:26][OH:27].C(N(CC)CC)C.[Cl-].[NH4+]. Product: [F:1][C:2]1[CH:7]=[CH:6][C:5]([O:8][CH3:9])=[CH:4][C:3]=1[C:10]1[C:11]([CH:26]=[O:27])=[CH:12][C:13]([O:16][CH2:17][C:18]2[CH:23]=[CH:22][C:21]([O:24][CH3:25])=[CH:20][CH:19]=2)=[CH:14][CH:15]=1. The catalyst class is: 16.